From a dataset of Catalyst prediction with 721,799 reactions and 888 catalyst types from USPTO. Predict which catalyst facilitates the given reaction. (1) Reactant: [C:1]([NH:8][C@H:9]([C:18]([OH:20])=O)[CH2:10][C:11]1[CH:16]=[CH:15][C:14]([F:17])=[CH:13][CH:12]=1)([O:3][C:4]([CH3:7])([CH3:6])[CH3:5])=[O:2].Cl.[OH:22][CH:23]1[CH2:28][CH2:27][NH:26][CH2:25][CH2:24]1.C1C=CC2N(O)N=NC=2C=1.CCN(C(C)C)C(C)C.CCN=C=NCCCN(C)C. Product: [C:4]([O:3][C:1](=[O:2])[NH:8][C@@H:9]([CH2:10][C:11]1[CH:12]=[CH:13][C:14]([F:17])=[CH:15][CH:16]=1)[C:18]([N:26]1[CH2:27][CH2:28][CH:23]([OH:22])[CH2:24][CH2:25]1)=[O:20])([CH3:5])([CH3:6])[CH3:7]. The catalyst class is: 3. (2) Reactant: Cl.[CH3:2][C:3]1[CH:8]=[C:7]([C:9]2[CH:17]=[CH:16][C:12]([C:13](O)=[O:14])=[CH:11][CH:10]=2)[CH:6]=[CH:5][N:4]=1.ClC(OCC)=O.[N-:24]=[N+:25]=[N-:26].[Na+]. Product: [N:24]([C:13]([C:12]1[CH:16]=[CH:17][C:9]([C:7]2[CH:6]=[CH:5][N:4]=[C:3]([CH3:2])[CH:8]=2)=[CH:10][CH:11]=1)=[O:14])=[N+:25]=[N-:26]. The catalyst class is: 20. (3) Reactant: [NH:1]1[CH2:6][CH2:5][N:4]([C:7]2[CH:8]=[N:9][CH:10]=[CH:11][CH:12]=2)[CH2:3][CH2:2]1.[C:13](O[C:13]([O:15][C:16]([CH3:19])([CH3:18])[CH3:17])=[O:14])([O:15][C:16]([CH3:19])([CH3:18])[CH3:17])=[O:14]. Product: [N:9]1[CH:10]=[CH:11][CH:12]=[C:7]([N:4]2[CH2:5][CH2:6][N:1]([C:13]([O:15][C:16]([CH3:19])([CH3:18])[CH3:17])=[O:14])[CH2:2][CH2:3]2)[CH:8]=1. The catalyst class is: 4. (4) Reactant: Cl.[NH2:2][CH2:3][C:4]([CH3:7])([SH:6])[CH3:5].C(N(CC)CC)C.[CH:15]1[C:25]2[C:24]3[CH:26]=[CH:27][CH:28]=[CH:29][C:23]=3[C:22](=[O:30])[O:21][C:20](=[O:31])[C:19]=2[CH:18]=[CH:17][CH:16]=1.Cl. Product: [CH3:5][C:4]([SH:6])([CH3:7])[CH2:3][NH:2][C:22]([C:23]1[CH:29]=[CH:28][CH:27]=[CH:26][C:24]=1[C:25]1[CH:15]=[CH:16][CH:17]=[CH:18][C:19]=1[C:20]([OH:31])=[O:21])=[O:30]. The catalyst class is: 2. (5) Reactant: C([O:8][CH2:9][C:10]1([C:34]([OH:36])=[O:35])[CH:15]2[CH2:16][CH:12]3[CH:13]([CH:14]2[C:17]2[NH:25][C:24]4[C:23](=[O:26])[N:22]([CH2:27][CH2:28][CH3:29])[C:21](=[O:30])[N:20]([CH2:31][CH2:32][CH3:33])[C:19]=4[N:18]=2)[CH:11]13)C1C=CC=CC=1. Product: [O:30]=[C:21]1[N:20]([CH2:31][CH2:32][CH3:33])[C:19]2[N:18]=[C:17]([CH:14]3[CH:13]4[CH:11]5[CH:12]4[CH2:16][CH:15]3[C:10]5([CH2:9][OH:8])[C:34]([OH:36])=[O:35])[NH:25][C:24]=2[C:23](=[O:26])[N:22]1[CH2:27][CH2:28][CH3:29]. The catalyst class is: 78. (6) Product: [NH2:13][C:14]1[CH:22]=[C:21]([F:23])[CH:20]=[CH:19][C:15]=1[C:16]([NH:3][CH3:2])=[O:17]. The catalyst class is: 1. Reactant: C1N=C[N:3](C(N2C=NC=C2)=O)[CH:2]=1.[NH2:13][C:14]1[CH:22]=[C:21]([F:23])[CH:20]=[CH:19][C:15]=1[C:16](O)=[O:17].CN. (7) Reactant: [Br:1][C:2]1[CH:7]=[CH:6][C:5]([CH:8]([C:10]2[CH:14]=[CH:13][S:12][CH:11]=2)[OH:9])=[CH:4][CH:3]=1.[H-].[Na+].[Cl:17][C:18]([Cl:22])([Cl:21])[C:19]#[N:20]. Product: [Cl:17][C:18]([Cl:22])([Cl:21])[C:19](=[NH:20])[O:9][CH:8]([C:5]1[CH:4]=[CH:3][C:2]([Br:1])=[CH:7][CH:6]=1)[C:10]1[CH:14]=[CH:13][S:12][CH:11]=1. The catalyst class is: 27. (8) Reactant: C([O:3][C:4](=[O:19])[CH2:5][CH2:6][C:7]([C:10]1[CH:15]=[CH:14][C:13]([O:16][CH3:17])=[C:12]([CH3:18])[CH:11]=1)([CH3:9])[CH3:8])C.C(O)C.[OH-].[K+]. Product: [CH3:17][O:16][C:13]1[CH:14]=[CH:15][C:10]([C:7]([CH3:8])([CH3:9])[CH2:6][CH2:5][C:4]([OH:19])=[O:3])=[CH:11][C:12]=1[CH3:18]. The catalyst class is: 6. (9) Reactant: Cl.[CH3:2][O:3][C:4](=[O:11])[CH2:5][CH2:6][CH2:7][CH2:8][CH2:9][NH2:10].[C:12]([NH:22][CH2:23][CH2:24][C:25](O)=[O:26])([O:14][CH2:15][C:16]1[CH:21]=[CH:20][CH:19]=[CH:18][CH:17]=1)=[O:13].C(N=C=NCCCN(C)C)C.CCN(CC)CC. Product: [CH3:2][O:3][C:4](=[O:11])[CH2:5][CH2:6][CH2:7][CH2:8][CH2:9][NH:10][C:25](=[O:26])[CH2:24][CH2:23][NH:22][C:12]([O:14][CH2:15][C:16]1[CH:17]=[CH:18][CH:19]=[CH:20][CH:21]=1)=[O:13]. The catalyst class is: 2. (10) Reactant: [CH2:1]([O:3][C:4]1[CH:5]=[C:6]2[C:11](=[C:12]3[CH2:16][C:15]([CH3:18])([CH3:17])[O:14][C:13]=13)[C:10]([C:19]1[CH:28]=[CH:27][C:22]([C:23]([O:25][CH3:26])=[O:24])=[C:21]([NH:29][C:30](=[O:35])[C:31]([F:34])([F:33])[F:32])[CH:20]=1)=[N:9][C:8]([CH3:37])([CH3:36])[CH2:7]2)[CH3:2].[CH3:38][C:39](C)([O-])C.[K+].ICC. The catalyst class is: 9. Product: [CH2:1]([O:3][C:4]1[CH:5]=[C:6]2[C:11](=[C:12]3[CH2:16][C:15]([CH3:18])([CH3:17])[O:14][C:13]=13)[C:10]([C:19]1[CH:28]=[CH:27][C:22]([C:23]([O:25][CH3:26])=[O:24])=[C:21]([N:29]([CH2:38][CH3:39])[C:30](=[O:35])[C:31]([F:32])([F:33])[F:34])[CH:20]=1)=[N:9][C:8]([CH3:36])([CH3:37])[CH2:7]2)[CH3:2].